This data is from NCI-60 drug combinations with 297,098 pairs across 59 cell lines. The task is: Regression. Given two drug SMILES strings and cell line genomic features, predict the synergy score measuring deviation from expected non-interaction effect. (1) Drug 1: CC1=C(N=C(N=C1N)C(CC(=O)N)NCC(C(=O)N)N)C(=O)NC(C(C2=CN=CN2)OC3C(C(C(C(O3)CO)O)O)OC4C(C(C(C(O4)CO)O)OC(=O)N)O)C(=O)NC(C)C(C(C)C(=O)NC(C(C)O)C(=O)NCCC5=NC(=CS5)C6=NC(=CS6)C(=O)NCCC[S+](C)C)O. Drug 2: CNC(=O)C1=NC=CC(=C1)OC2=CC=C(C=C2)NC(=O)NC3=CC(=C(C=C3)Cl)C(F)(F)F. Cell line: MCF7. Synergy scores: CSS=5.45, Synergy_ZIP=-3.78, Synergy_Bliss=2.10, Synergy_Loewe=-9.56, Synergy_HSA=-1.92. (2) Drug 1: C1=CN(C(=O)N=C1N)C2C(C(C(O2)CO)O)O.Cl. Drug 2: CC1=C2C(C(=O)C3(C(CC4C(C3C(C(C2(C)C)(CC1OC(=O)C(C(C5=CC=CC=C5)NC(=O)C6=CC=CC=C6)O)O)OC(=O)C7=CC=CC=C7)(CO4)OC(=O)C)O)C)OC(=O)C. Cell line: KM12. Synergy scores: CSS=61.4, Synergy_ZIP=-3.61, Synergy_Bliss=-0.00366, Synergy_Loewe=-0.264, Synergy_HSA=2.02. (3) Drug 1: CNC(=O)C1=CC=CC=C1SC2=CC3=C(C=C2)C(=NN3)C=CC4=CC=CC=N4. Drug 2: CCC1=C2CN3C(=CC4=C(C3=O)COC(=O)C4(CC)O)C2=NC5=C1C=C(C=C5)O. Cell line: SN12C. Synergy scores: CSS=46.7, Synergy_ZIP=-0.285, Synergy_Bliss=1.68, Synergy_Loewe=-8.64, Synergy_HSA=3.35. (4) Drug 1: CC(C1=C(C=CC(=C1Cl)F)Cl)OC2=C(N=CC(=C2)C3=CN(N=C3)C4CCNCC4)N. Drug 2: C1CN(P(=O)(OC1)NCCCl)CCCl. Cell line: NCI/ADR-RES. Synergy scores: CSS=-5.13, Synergy_ZIP=1.11, Synergy_Bliss=-3.48, Synergy_Loewe=-4.39, Synergy_HSA=-5.49. (5) Drug 1: C1=CC(=CC=C1CC(C(=O)O)N)N(CCCl)CCCl.Cl. Drug 2: COC1=NC(=NC2=C1N=CN2C3C(C(C(O3)CO)O)O)N. Cell line: HS 578T. Synergy scores: CSS=15.9, Synergy_ZIP=3.19, Synergy_Bliss=9.25, Synergy_Loewe=-7.07, Synergy_HSA=3.01. (6) Drug 1: COC1=C(C=C2C(=C1)N=CN=C2NC3=CC(=C(C=C3)F)Cl)OCCCN4CCOCC4. Drug 2: CC1=C(C=C(C=C1)NC(=O)C2=CC=C(C=C2)CN3CCN(CC3)C)NC4=NC=CC(=N4)C5=CN=CC=C5. Cell line: SNB-19. Synergy scores: CSS=8.41, Synergy_ZIP=-2.19, Synergy_Bliss=4.89, Synergy_Loewe=0.985, Synergy_HSA=2.44. (7) Drug 1: CC1=CC2C(CCC3(C2CCC3(C(=O)C)OC(=O)C)C)C4(C1=CC(=O)CC4)C. Drug 2: CC1=C(C=C(C=C1)C(=O)NC2=CC(=CC(=C2)C(F)(F)F)N3C=C(N=C3)C)NC4=NC=CC(=N4)C5=CN=CC=C5. Cell line: IGROV1. Synergy scores: CSS=2.62, Synergy_ZIP=1.62, Synergy_Bliss=5.25, Synergy_Loewe=1.65, Synergy_HSA=3.22.